Dataset: Full USPTO retrosynthesis dataset with 1.9M reactions from patents (1976-2016). Task: Predict the reactants needed to synthesize the given product. (1) Given the product [CH2:6]([N:13]([C@H:14]([C:15]1[CH:20]=[CH:19][CH:18]=[CH:17][CH:16]=1)[CH3:21])[C@@H:30]([C:26]1[CH:27]=[CH:28][CH:29]=[C:24]([CH2:23][O:22][Si:56]([C:59]([CH3:62])([CH3:61])[CH3:60])([CH3:58])[CH3:57])[CH:25]=1)[CH2:31][C:32]([O:34][C:35]([CH3:38])([CH3:37])[CH3:36])=[O:33])[C:7]1[CH:12]=[CH:11][CH:10]=[CH:9][CH:8]=1, predict the reactants needed to synthesize it. The reactants are: C([Li])CCC.[CH2:6]([NH:13][C@@H:14]([CH3:21])[C:15]1[CH:20]=[CH:19][CH:18]=[CH:17][CH:16]=1)[C:7]1[CH:12]=[CH:11][CH:10]=[CH:9][CH:8]=1.[OH:22][CH2:23][C:24]1[CH:25]=[C:26](/[CH:30]=[CH:31]/[C:32]([O:34][C:35]([CH3:38])([CH3:37])[CH3:36])=[O:33])[CH:27]=[CH:28][CH:29]=1.CCCC(C)C.CCOC(C)=O.N1C=CN=C1.[Si:56](Cl)([C:59]([CH3:62])([CH3:61])[CH3:60])([CH3:58])[CH3:57]. (2) The reactants are: CC1C=CC(S(O[CH2:12][C@@H:13]2[O:27][C:17]3=[C:18]4[C:23](=[CH:24][CH:25]=[C:16]3[O:15][CH2:14]2)[N:22]=[C:21]([CH3:26])[CH:20]=[CH:19]4)(=O)=O)=CC=1.[F:28][C:29]1[CH:30]=[CH:31][CH:32]=[C:33]2[C:37]=1[NH:36][CH:35]=[C:34]2[C:38]1[CH2:39][CH2:40][NH:41][CH2:42][CH:43]=1. Given the product [F:28][C:29]1[CH:30]=[CH:31][CH:32]=[C:33]2[C:37]=1[NH:36][CH:35]=[C:34]2[C:38]1[CH2:39][CH2:40][N:41]([CH2:12][CH:13]2[O:27][C:17]3=[C:18]4[C:23](=[CH:24][CH:25]=[C:16]3[O:15][CH2:14]2)[N:22]=[C:21]([CH3:26])[CH:20]=[CH:19]4)[CH2:42][CH:43]=1, predict the reactants needed to synthesize it. (3) Given the product [ClH:21].[Cl:21][C:20]1[C:13]2[CH2:12][C@H:11]([CH3:22])[C@:10]3([CH3:23])[C@@H:15]([CH2:16][NH:8][CH2:9]3)[C:14]=2[CH:17]=[CH:18][CH:19]=1, predict the reactants needed to synthesize it. The reactants are: C([N:8]1[CH2:16][C@@H:15]2[C@@:10]([CH3:23])([C@@H:11]([CH3:22])[CH2:12][C:13]3[C:20]([Cl:21])=[CH:19][CH:18]=[CH:17][C:14]=32)[CH2:9]1)C1C=CC=CC=1.